This data is from Full USPTO retrosynthesis dataset with 1.9M reactions from patents (1976-2016). The task is: Predict the reactants needed to synthesize the given product. Given the product [CH3:1][O:2][C:3]1[CH:4]=[C:5]([C:11]2[CH2:16][C:15]([CH3:17])([CH3:18])[C:14](=[O:19])[N:13]([C:20]3[CH:28]=[CH:27][CH:26]=[C:22]([C:23]([N:29]4[CH2:34][CH2:33][O:32][CH2:31][CH2:30]4)=[O:25])[CH:21]=3)[N:12]=2)[CH:6]=[CH:7][C:8]=1[O:9][CH3:10], predict the reactants needed to synthesize it. The reactants are: [CH3:1][O:2][C:3]1[CH:4]=[C:5]([C:11]2[CH2:16][C:15]([CH3:18])([CH3:17])[C:14](=[O:19])[N:13]([C:20]3[CH:21]=[C:22]([CH:26]=[CH:27][CH:28]=3)[C:23]([OH:25])=O)[N:12]=2)[CH:6]=[CH:7][C:8]=1[O:9][CH3:10].[NH:29]1[CH2:34][CH2:33][O:32][CH2:31][CH2:30]1.